Predict the reactants needed to synthesize the given product. From a dataset of Full USPTO retrosynthesis dataset with 1.9M reactions from patents (1976-2016). (1) Given the product [C:12]([O:16][C:17]([NH:19][C:20]1[CH:25]=[CH:24][C:23]([C:2]2[CH:3]=[C:4]([C:8]([O:10][CH3:11])=[O:9])[N:5]([CH3:7])[CH:6]=2)=[CH:22][CH:21]=1)=[O:18])([CH3:15])([CH3:13])[CH3:14], predict the reactants needed to synthesize it. The reactants are: Br[C:2]1[CH:3]=[C:4]([C:8]([O:10][CH3:11])=[O:9])[N:5]([CH3:7])[CH:6]=1.[C:12]([O:16][C:17]([NH:19][C:20]1[CH:25]=[CH:24][C:23](B(O)O)=[CH:22][CH:21]=1)=[O:18])([CH3:15])([CH3:14])[CH3:13].CCO.C([O-])([O-])=O.[K+].[K+]. (2) Given the product [F:1][C:2]1[CH:21]=[CH:20][C:5]([CH2:6][NH:7][C:8]([C:10]2[CH:15]=[C:14]([C:16]3[CH2:49][CH:48]([C:46]4[N:45]=[CH:44][N:43]([C:24]([C:31]5[CH:36]=[CH:35][CH:34]=[CH:33][CH:32]=5)([C:25]5[CH:26]=[CH:27][CH:28]=[CH:29][CH:30]=5)[C:37]5[CH:42]=[CH:41][CH:40]=[CH:39][CH:38]=5)[CH:47]=4)[O:18][N:17]=3)[N:13]=[C:12]([CH3:19])[N:11]=2)=[O:9])=[CH:4][C:3]=1[O:22][CH3:23], predict the reactants needed to synthesize it. The reactants are: [F:1][C:2]1[CH:21]=[CH:20][C:5]([CH2:6][NH:7][C:8]([C:10]2[CH:15]=[C:14]([CH:16]=[N:17][OH:18])[N:13]=[C:12]([CH3:19])[N:11]=2)=[O:9])=[CH:4][C:3]=1[O:22][CH3:23].[C:24]([N:43]1[CH:47]=[C:46]([CH:48]=[CH2:49])[N:45]=[CH:44]1)([C:37]1[CH:42]=[CH:41][CH:40]=[CH:39][CH:38]=1)([C:31]1[CH:36]=[CH:35][CH:34]=[CH:33][CH:32]=1)[C:25]1[CH:30]=[CH:29][CH:28]=[CH:27][CH:26]=1.Cl[O-].[Na+]. (3) Given the product [NH2:17][C:16]1[CH:15]=[CH:14][N:13]=[CH:12][C:11]=1[C:5]1[CH:6]=[CH:7][C:8]([O:9][CH3:10])=[C:3]([O:2][CH3:1])[CH:4]=1, predict the reactants needed to synthesize it. The reactants are: [CH3:1][O:2][C:3]1[CH:4]=[C:5]([C:11]2[CH:12]=[N:13][CH:14]=[CH:15][C:16]=2[NH:17]C(=O)C(C)(C)C)[CH:6]=[CH:7][C:8]=1[O:9][CH3:10].CO.[OH-].[K+]. (4) Given the product [Cl:18][C:11]1[CH:12]=[C:13]([Cl:17])[CH:14]=[C:15]([Cl:16])[C:10]=1[C:9]([NH:8][C:6]1[CH:5]=[CH:4][N:3]=[C:2]([NH:26][C:23]2[CH:24]=[CH:25][N:20]=[CH:21][N:22]=2)[CH:7]=1)=[O:19], predict the reactants needed to synthesize it. The reactants are: Br[C:2]1[CH:7]=[C:6]([NH:8][C:9](=[O:19])[C:10]2[C:15]([Cl:16])=[CH:14][C:13]([Cl:17])=[CH:12][C:11]=2[Cl:18])[CH:5]=[CH:4][N:3]=1.[N:20]1[CH:25]=[CH:24][C:23]([NH2:26])=[N:22][CH:21]=1.CC1(C)C2C(=C(P(C3C=CC=CC=3)C3C=CC=CC=3)C=CC=2)OC2C(P(C3C=CC=CC=3)C3C=CC=CC=3)=CC=CC1=2.C([O-])([O-])=O.[Cs+].[Cs+]. (5) The reactants are: Br[C:2]1[N:6]([CH2:7][CH2:8][F:9])[C:5]2[CH:10]=[CH:11][CH:12]=[CH:13][C:4]=2[N:3]=1.[CH3:14][N:15]([C:23]1[CH:28]=[CH:27][C:26]([C:29]#[CH:30])=[CH:25][CH:24]=1)[C:16](=[O:22])[O:17][C:18]([CH3:21])([CH3:20])[CH3:19]. Given the product [F:9][CH2:8][CH2:7][N:6]1[C:5]2[CH:10]=[CH:11][CH:12]=[CH:13][C:4]=2[N:3]=[C:2]1[C:30]#[C:29][C:26]1[CH:25]=[CH:24][C:23]([N:15]([CH3:14])[C:16](=[O:22])[O:17][C:18]([CH3:19])([CH3:21])[CH3:20])=[CH:28][CH:27]=1, predict the reactants needed to synthesize it. (6) The reactants are: [NH2:1][C:2]1[CH:3]=[C:4]2[C:8](=[CH:9][CH:10]=1)[N:7]([CH2:11][O:12][CH2:13][CH2:14][Si:15]([CH3:18])([CH3:17])[CH3:16])[N:6]=[C:5]2[C:19]#[C:20][C:21]1[CH:26]=[CH:25][CH:24]=[CH:23][CH:22]=1.O. Given the product [NH2:1][C:2]1[CH:3]=[C:4]2[C:8](=[CH:9][CH:10]=1)[N:7]([CH2:11][O:12][CH2:13][CH2:14][Si:15]([CH3:18])([CH3:16])[CH3:17])[N:6]=[C:5]2[CH2:19][CH2:20][C:21]1[CH:22]=[CH:23][CH:24]=[CH:25][CH:26]=1, predict the reactants needed to synthesize it. (7) The reactants are: [Cl:1][C:2]1[N:7]=[C:6]([O:8][C@@H:9]([C@H:11]2[CH2:15][N:14]([C@@H](C3C=CC(OC)=CC=3)C)[C:13](=[O:26])[CH2:12]2)[CH3:10])[C:5]2[N:27]([CH3:30])[CH:28]=[N:29][C:4]=2[CH:3]=1. Given the product [Cl:1][C:2]1[N:7]=[C:6]([O:8][C@@H:9]([C@H:11]2[CH2:15][NH:14][C:13](=[O:26])[CH2:12]2)[CH3:10])[C:5]2[N:27]([CH3:30])[CH:28]=[N:29][C:4]=2[CH:3]=1, predict the reactants needed to synthesize it.